This data is from Full USPTO retrosynthesis dataset with 1.9M reactions from patents (1976-2016). The task is: Predict the reactants needed to synthesize the given product. (1) Given the product [Cl:8][C:4]1[CH:5]=[N:6][CH:7]=[C:2]([C:20]2[CH:21]=[CH:22][C:17]([C:16]([F:27])([F:26])[F:15])=[CH:18][CH:19]=2)[N:3]=1, predict the reactants needed to synthesize it. The reactants are: Cl[C:2]1[CH:7]=[N:6][CH:5]=[C:4]([Cl:8])[N:3]=1.C(=O)([O-])[O-].[Na+].[Na+].[F:15][C:16]([F:27])([F:26])[C:17]1[CH:22]=[CH:21][C:20](B(O)O)=[CH:19][CH:18]=1. (2) The reactants are: [CH3:1][C@H:2]1[CH2:8][NH:7][CH2:6][C:5]2[CH:9]=[CH:10][C:11]([C:13]([O:15][CH3:16])=[O:14])=[CH:12][C:4]=2[O:3]1.CCN(CC)CC.[CH3:24][O:25][C:26]1[CH:31]=[CH:30][C:29]([S:32](Cl)(=[O:34])=[O:33])=[CH:28][CH:27]=1. Given the product [CH3:24][O:25][C:26]1[CH:27]=[CH:28][C:29]([S:32]([N:7]2[CH2:6][C:5]3[CH:9]=[CH:10][C:11]([C:13]([O:15][CH3:16])=[O:14])=[CH:12][C:4]=3[O:3][C@@H:2]([CH3:1])[CH2:8]2)(=[O:34])=[O:33])=[CH:30][CH:31]=1, predict the reactants needed to synthesize it. (3) Given the product [Cl:1][C:2]1[CH:3]=[CH:4][C:5]2[NH:11][C:10](=[O:23])[CH:9]([CH2:24][C:25]([O:27][CH2:28][CH3:29])=[O:26])[O:8][CH:7]([C:30]3[CH:35]=[CH:34][CH:33]=[C:32]([CH3:36])[C:31]=3[O:37][CH3:38])[C:6]=2[CH:39]=1, predict the reactants needed to synthesize it. The reactants are: [Cl:1][C:2]1[CH:3]=[CH:4][C:5]2[N:11](CC3C=CC(OC)=CC=3OC)[C:10](=[O:23])[CH:9]([CH2:24][C:25]([O:27][CH2:28][CH3:29])=[O:26])[O:8][CH:7]([C:30]3[CH:35]=[CH:34][CH:33]=[C:32]([CH3:36])[C:31]=3[O:37][CH3:38])[C:6]=2[CH:39]=1.C(=O)(O)[O-].[Na+].O. (4) Given the product [F:1][C:2]1[CH:3]=[CH:4][C:5]([N:8]2[C:11](=[O:12])[C@H:10]([S:13][CH2:14][CH:15]([C:17]3[CH:18]=[CH:19][C:20]([F:23])=[CH:21][CH:22]=3)[OH:16])[C@H:9]2[C:24]2[CH:44]=[CH:43][C:27]([O:28][CH2:29][C:30]([NH:32][C@H:33]([C:37]3[CH:42]=[CH:41][CH:40]=[CH:39][CH:38]=3)[C:34]([NH:45][C@H:46]([C:54]3[CH:55]=[CH:56][CH:57]=[CH:58][CH:59]=3)[C:47]([OH:49])=[O:48])=[O:35])=[O:31])=[CH:26][CH:25]=2)=[CH:6][CH:7]=1, predict the reactants needed to synthesize it. The reactants are: [F:1][C:2]1[CH:7]=[CH:6][C:5]([N:8]2[C:11](=[O:12])[C@H:10]([S:13][CH2:14][C:15]([C:17]3[CH:22]=[CH:21][C:20]([F:23])=[CH:19][CH:18]=3)=[O:16])[C@H:9]2[C:24]2[CH:44]=[CH:43][C:27]([O:28][CH2:29][C:30]([NH:32][C@H:33]([C:37]3[CH:42]=[CH:41][CH:40]=[CH:39][CH:38]=3)[C:34](O)=[O:35])=[O:31])=[CH:26][CH:25]=2)=[CH:4][CH:3]=1.[NH2:45][C@H:46]([C:54]1[CH:59]=[CH:58][CH:57]=[CH:56][CH:55]=1)[C:47]([O:49]C(C)(C)C)=[O:48].CN(C(ON1N=NC2C=CC=CC1=2)=[N+](C)C)C.[B-](F)(F)(F)F. (5) Given the product [CH3:43][O:44][C:45](=[O:60])[C@@H:46]([NH:49][C:50]([O:52][CH2:53][C:54]1[CH:55]=[CH:56][CH:57]=[CH:58][CH:59]=1)=[O:51])[CH2:47][NH:48][C:24]([C@@H:20]1[CH2:21][CH2:22][CH2:23][N:18]([C:16](=[O:17])[CH2:15][CH2:14][CH:11]2[CH2:12][CH2:13][N:8]([C:6]([O:5][C:1]([CH3:3])([CH3:2])[CH3:4])=[O:7])[CH2:9][CH2:10]2)[CH2:19]1)=[O:25], predict the reactants needed to synthesize it. The reactants are: [C:1]([O:5][C:6]([N:8]1[CH2:13][CH2:12][CH:11]([CH2:14][CH2:15][C:16]([N:18]2[CH2:23][CH2:22][CH2:21][C@@H:20]([C:24](O)=[O:25])[CH2:19]2)=[O:17])[CH2:10][CH2:9]1)=[O:7])([CH3:4])([CH3:3])[CH3:2].ClC(OCC(C)C)=O.CN1CCOCC1.Cl.[CH3:43][O:44][C:45](=[O:60])[C@@H:46]([NH:49][C:50]([O:52][CH2:53][C:54]1[CH:59]=[CH:58][CH:57]=[CH:56][CH:55]=1)=[O:51])[CH2:47][NH2:48].C[Si](C)(C)NC(=O)C.